This data is from Catalyst prediction with 721,799 reactions and 888 catalyst types from USPTO. The task is: Predict which catalyst facilitates the given reaction. (1) Reactant: [F:1][C:2]([F:25])([F:24])[O:3][C:4]1[CH:5]=[C:6]([C:10]2[CH:19]=[CH:18][C:17]3[C:12](=[C:13]([C:20]([O:22]C)=[O:21])[CH:14]=[CH:15][CH:16]=3)[N:11]=2)[CH:7]=[CH:8][CH:9]=1.[OH-].[Li+]. Product: [F:25][C:2]([F:1])([F:24])[O:3][C:4]1[CH:5]=[C:6]([C:10]2[CH:19]=[CH:18][C:17]3[C:12](=[C:13]([C:20]([OH:22])=[O:21])[CH:14]=[CH:15][CH:16]=3)[N:11]=2)[CH:7]=[CH:8][CH:9]=1. The catalyst class is: 20. (2) Reactant: [C:1]([O:9]CC)(=O)[C:2]1[CH:7]=[CH:6][CH:5]=[N:4][CH:3]=1.[H-].[Na+].[C:14](#[N:17])[CH2:15][CH3:16]. Product: [CH3:16][CH:15]([C:1](=[O:9])[C:2]1[CH:3]=[N:4][CH:5]=[CH:6][CH:7]=1)[C:14]#[N:17]. The catalyst class is: 11. (3) Reactant: [Cl:1][C:2]1[CH:3]=[CH:4][C:5]([OH:13])=[C:6](/[CH:8]=[C:9](\C)/[CH:10]=O)[CH:7]=1.CC1C=CC(S([NH:24][NH2:25])(=O)=O)=CC=1.[OH-].[Na+]. Product: [Cl:1][C:2]1[CH:3]=[CH:4][C:5]([OH:13])=[C:6]([C:8]2[CH:9]=[CH:10][NH:25][N:24]=2)[CH:7]=1. The catalyst class is: 10.